This data is from Full USPTO retrosynthesis dataset with 1.9M reactions from patents (1976-2016). The task is: Predict the reactants needed to synthesize the given product. (1) Given the product [CH2:1]([O:3][P:4]([CH2:9][CH2:10][C:11]12[CH2:18][CH2:17][C:14]([C:19]3[NH:27][C:26]4[C:25](=[O:28])[N:24]([CH2:29][CH2:30][CH3:31])[C:23](=[O:32])[N:22]([CH2:33][CH2:34][CH3:35])[C:21]=4[N:20]=3)([CH2:13][CH2:12]1)[CH2:15][CH2:16]2)(=[O:5])[OH:8])[CH3:2], predict the reactants needed to synthesize it. The reactants are: [CH2:1]([O:3][P:4]([CH2:9][CH2:10][C:11]12[CH2:18][CH2:17][C:14]([C:19]3[NH:27][C:26]4[C:25](=[O:28])[N:24]([CH2:29][CH2:30][CH3:31])[C:23](=[O:32])[N:22]([CH2:33][CH2:34][CH3:35])[C:21]=4[N:20]=3)([CH2:15][CH2:16]1)[CH2:13][CH2:12]2)(=[O:8])[O:5]CC)[CH3:2].Cl. (2) Given the product [CH2:21]([C:7]1[N:8]([C:11]2[CH:16]=[CH:15][CH:14]=[CH:13][C:12]=2[C:17]([F:20])([F:19])[F:18])[C:9]([CH3:10])=[C:5]([C:3]([OH:4])=[O:2])[N:6]=1)[CH3:22], predict the reactants needed to synthesize it. The reactants are: C[O:2][C:3]([C:5]1[N:6]=[C:7]([CH2:21][CH3:22])[N:8]([C:11]2[CH:16]=[CH:15][CH:14]=[CH:13][C:12]=2[C:17]([F:20])([F:19])[F:18])[C:9]=1[CH3:10])=[O:4].[OH-].[Na+]. (3) Given the product [CH3:4][C:5]1[CH:6]=[CH:7][C:8]2[N:9]([CH3:26])[C:10](=[O:25])[C:11]3[CH:21]=[C:20]([CH2:22][CH2:23][OH:1])[CH:19]=[N:18][C:12]=3[N:13]([CH2:16][CH3:17])[C:14]=2[N:15]=1, predict the reactants needed to synthesize it. The reactants are: [O:1]=[O+][O-].[CH3:4][C:5]1[CH:6]=[CH:7][C:8]2[N:9]([CH3:26])[C:10](=[O:25])[C:11]3[CH:21]=[C:20]([CH2:22][CH:23]=C)[CH:19]=[N:18][C:12]=3[N:13]([CH2:16][CH3:17])[C:14]=2[N:15]=1.[BH4-].[Na+]. (4) Given the product [CH3:22][O:21][C:18]1[CH:19]=[CH:20][C:15]([N:13]([CH3:14])[C:11]2[C:10]3[C:5](=[CH:6][CH:7]=[CH:8][CH:9]=3)[N:4]=[C:3]([NH:23][C@H:24]([C:27]3[CH:32]=[CH:31][CH:30]=[CH:29][CH:28]=3)[CH2:25][OH:26])[N:12]=2)=[CH:16][CH:17]=1, predict the reactants needed to synthesize it. The reactants are: Cl.Cl[C:3]1[N:12]=[C:11]([N:13]([C:15]2[CH:20]=[CH:19][C:18]([O:21][CH3:22])=[CH:17][CH:16]=2)[CH3:14])[C:10]2[C:5](=[CH:6][CH:7]=[CH:8][CH:9]=2)[N:4]=1.[NH2:23][C@H:24]([C:27]1[CH:32]=[CH:31][CH:30]=[CH:29][CH:28]=1)[CH2:25][OH:26].CCN(CC)CC. (5) Given the product [OH:4][C@H:5]1[CH2:22][CH2:21][C@@:20]2([CH3:23])[CH:7]([CH2:8][C:9](=[O:25])[C@@H:10]3[C@@H:19]2[CH2:18][CH2:17][C@@:15]2([CH3:16])[C@H:11]3[CH2:12][CH2:13][C:14]2=[O:24])[CH2:6]1, predict the reactants needed to synthesize it. The reactants are: C([O:4][C@H:5]1[CH2:22][CH2:21][C@@:20]2([CH3:23])[CH:7]([CH2:8][C:9](=[O:25])[C@@H:10]3[C@@H:19]2[CH2:18][CH2:17][C@@:15]2([CH3:16])[C@H:11]3[CH2:12][CH2:13][C:14]2=[O:24])[CH2:6]1)(=O)C.